Task: Predict the reaction yield, written as a fraction of the theoretical maximum amount of product (1.0 means a 100% yield; for example, 0.34 means a 34% yield).. Dataset: Reaction yield outcomes from USPTO patents with 853,638 reactions (1) The reactants are [CH2:1]([O:8][C:9]1[C:10](Br)=[CH:11][N:12]=[C:13]2[C:18]=1[N:17]=[C:16]([O:19][CH3:20])[CH:15]=[CH:14]2)[C:2]1[CH:7]=[CH:6][CH:5]=[CH:4][CH:3]=1.[O:22]1CCOCC1.C1(P(C2C=CC=CC=2)C2C3OC4C(=CC=CC=4P(C4C=CC=CC=4)C4C=CC=CC=4)C(C)(C)C=3C=CC=2)C=CC=CC=1.[OH-].[K+]. The catalyst is O.C1C=CC(/C=C/C(/C=C/C2C=CC=CC=2)=O)=CC=1.C1C=CC(/C=C/C(/C=C/C2C=CC=CC=2)=O)=CC=1.C1C=CC(/C=C/C(/C=C/C2C=CC=CC=2)=O)=CC=1.[Pd].[Pd].C(OCC)(=O)C. The product is [CH2:1]([O:8][C:9]1[C:18]2[C:13](=[CH:14][CH:15]=[C:16]([O:19][CH3:20])[N:17]=2)[N:12]=[CH:11][C:10]=1[OH:22])[C:2]1[CH:7]=[CH:6][CH:5]=[CH:4][CH:3]=1. The yield is 0.530. (2) The reactants are [Cl:1][C:2]1[CH:6]=[C:5]([C:7]([O:9]CC)=[O:8])[N:4]([C:12]2[CH:13]=[N:14][CH:15]=[CH:16][CH:17]=2)[N:3]=1.Cl. The catalyst is O1CCOCC1. The product is [ClH:1].[Cl:1][C:2]1[CH:6]=[C:5]([C:7]([OH:9])=[O:8])[N:4]([C:12]2[CH:13]=[N:14][CH:15]=[CH:16][CH:17]=2)[N:3]=1. The yield is 1.00.